From a dataset of Catalyst prediction with 721,799 reactions and 888 catalyst types from USPTO. Predict which catalyst facilitates the given reaction. (1) Reactant: Cl.Cl.[CH3:3][NH:4][C:5]1[CH:10]=[CH:9][C:8]([NH2:11])=[CH:7][CH:6]=1.Cl.[NH2:13][C:14]1[C:15]([Cl:22])=[C:16]([OH:21])[C:17]([CH3:20])=[CH:18][CH:19]=1.OO.[OH-].[NH4+]. Product: [NH2:13][C:14]1[C:19](=[N:11][C:8]2[CH:9]=[CH:10][C:5]([NH:4][CH3:3])=[CH:6][CH:7]=2)[CH:18]=[C:17]([CH3:20])[C:16](=[O:21])[C:15]=1[Cl:22]. The catalyst class is: 97. (2) Reactant: [CH2:1]([O:3][C:4]1[N:9]=[C:8]([O:10][C:11]2[CH:16]=[CH:15][CH:14]=[C:13]([C:17](F)(F)F)[CH:12]=2)[N:7]=[C:6]([NH:21][CH2:22][C:23]2[O:24][CH:25]=[CH:26][CH:27]=2)[N:5]=1)[CH3:2].[CH:28](O)(C)C. Product: [CH3:17][C:13]1[CH:12]=[C:11]([CH:16]=[CH:15][C:14]=1[CH3:28])[O:10][C:8]1[N:9]=[C:4]([O:3][CH2:1][CH3:2])[N:5]=[C:6]([NH:21][CH2:22][C:23]2[O:24][CH:25]=[CH:26][CH:27]=2)[N:7]=1. The catalyst class is: 12.